The task is: Predict the product of the given reaction.. This data is from Forward reaction prediction with 1.9M reactions from USPTO patents (1976-2016). (1) The product is: [CH3:29][S:30]([O:28][CH2:27][C@H:24]1[CH2:23][CH2:22][C:21]2[S:20][C:19]3[C:26](=[C:15]([O:14][CH:11]4[CH2:12][CH2:13][CH:8]([N:6]5[CH2:7][C:4]6([CH2:3][O:2][CH2:1]6)[CH2:5]5)[CH2:9][CH2:10]4)[N:16]=[CH:17][N:18]=3)[C:25]1=2)(=[O:32])=[O:31]. Given the reactants [CH2:1]1[C:4]2([CH2:7][N:6]([CH:8]3[CH2:13][CH2:12][CH:11]([O:14][C:15]4[N:16]=[CH:17][N:18]=[C:19]5[C:26]=4[C:25]4[C@@H:24]([CH2:27][OH:28])[CH2:23][CH2:22][C:21]=4[S:20]5)[CH2:10][CH2:9]3)[CH2:5]2)[CH2:3][O:2]1.[CH3:29][S:30](Cl)(=[O:32])=[O:31], predict the reaction product. (2) Given the reactants C([O:3][C:4]([C:6]1[N:7]([CH2:35][C:36]2[CH:41]=[CH:40][CH:39]=[C:38]([N+:42]([O-:44])=[O:43])[CH:37]=2)[C:8]2[C:13]([C:14]=1[N:15]1[CH2:19][CH2:18][CH2:17][C:16]1=[O:20])=[CH:12][CH:11]=[C:10]([C:21]1[CH:26]=[CH:25][C:24]([O:27][CH2:28][C:29]3[CH:34]=[CH:33][CH:32]=[CH:31][CH:30]=3)=[CH:23][CH:22]=1)[CH:9]=2)=[O:5])C, predict the reaction product. The product is: [CH2:28]([O:27][C:24]1[CH:25]=[CH:26][C:21]([C:10]2[CH:9]=[C:8]3[C:13]([C:14]([N:15]4[CH2:19][CH2:18][CH2:17][C:16]4=[O:20])=[C:6]([C:4]([OH:5])=[O:3])[N:7]3[CH2:35][C:36]3[CH:41]=[CH:40][CH:39]=[C:38]([N+:42]([O-:44])=[O:43])[CH:37]=3)=[CH:12][CH:11]=2)=[CH:22][CH:23]=1)[C:29]1[CH:30]=[CH:31][CH:32]=[CH:33][CH:34]=1. (3) Given the reactants O1CCOCCOCCOCCOCCOCC1.CC(C)([O-])C.[K+].[N+:25]([C:28]1[CH:29]=[C:30]2[C:34](=[CH:35][CH:36]=1)[NH:33][C:32]([C:37]([NH:39][C:40]1[CH:45]=[CH:44][CH:43]=[CH:42][CH:41]=1)=[O:38])=[CH:31]2)([O-:27])=[O:26].Br[CH2:47][C:48]([O:50][C:51]([CH3:54])([CH3:53])[CH3:52])=[O:49], predict the reaction product. The product is: [NH:39]([C:37]([C:32]1[N:33]([CH2:47][C:48]([O:50][C:51]([CH3:54])([CH3:53])[CH3:52])=[O:49])[C:34]2[C:30]([CH:31]=1)=[CH:29][C:28]([N+:25]([O-:27])=[O:26])=[CH:36][CH:35]=2)=[O:38])[C:40]1[CH:41]=[CH:42][CH:43]=[CH:44][CH:45]=1. (4) The product is: [C:31]([O:35][C:36]([N:38]1[CH2:43][CH2:42][N:41]([C:18](=[O:19])[CH2:17][S:16][C:13]2[S:12][C:11]([NH:10][C:8](=[O:9])[C@@H:7]([C:21]3[CH:26]=[CH:25][C:24]([S:27]([CH3:30])(=[O:28])=[O:29])=[CH:23][CH:22]=3)[CH2:6][CH:1]3[CH2:2][CH2:3][CH2:4][CH2:5]3)=[N:15][CH:14]=2)[CH2:40][CH2:39]1)=[O:37])([CH3:34])([CH3:32])[CH3:33]. Given the reactants [CH:1]1([CH2:6][C@H:7]([C:21]2[CH:26]=[CH:25][C:24]([S:27]([CH3:30])(=[O:29])=[O:28])=[CH:23][CH:22]=2)[C:8]([NH:10][C:11]2[S:12][C:13]([S:16][CH2:17][C:18](O)=[O:19])=[CH:14][N:15]=2)=[O:9])[CH2:5][CH2:4][CH2:3][CH2:2]1.[C:31]([O:35][C:36]([N:38]1[CH2:43][CH2:42][NH:41][CH2:40][CH2:39]1)=[O:37])([CH3:34])([CH3:33])[CH3:32], predict the reaction product.